Dataset: Reaction yield outcomes from USPTO patents with 853,638 reactions. Task: Predict the reaction yield, written as a fraction of the theoretical maximum amount of product (1.0 means a 100% yield; for example, 0.34 means a 34% yield). (1) The product is [C:1]1([C:7]2[N:11]([CH2:12][C:13]3[CH:14]=[CH:15][C:16]([C:19]([F:20])([F:21])[F:22])=[CH:17][CH:18]=3)[C:10]([C:23]3[CH:24]=[C:25]4[C:30](=[CH:31][CH:32]=3)[CH:29]=[C:28]([O:33][CH2:34][C:35]([OH:37])=[O:36])[CH:27]=[CH:26]4)=[CH:9][CH:8]=2)[CH:2]=[CH:3][CH:4]=[CH:5][CH:6]=1. The yield is 0.790. The reactants are [C:1]1([C:7]2[N:11]([CH2:12][C:13]3[CH:18]=[CH:17][C:16]([C:19]([F:22])([F:21])[F:20])=[CH:15][CH:14]=3)[C:10]([C:23]3[CH:24]=[C:25]4[C:30](=[CH:31][CH:32]=3)[CH:29]=[C:28]([O:33][CH2:34][C:35]([O:37]C)=[O:36])[CH:27]=[CH:26]4)=[CH:9][CH:8]=2)[CH:6]=[CH:5][CH:4]=[CH:3][CH:2]=1.[OH-].[Na+].C1COCC1.CO. The catalyst is O. (2) The reactants are Cl[C:2]1[N:11]=[C:10]([C:12]2[CH:17]=[CH:16][CH:15]=[CH:14][C:13]=2[Cl:18])[CH:9]=[C:8]2[C:3]=1[CH:4]=[C:5]([NH:19][C:20]([CH:22]1[CH2:24][CH2:23]1)=[O:21])[N:6]=[CH:7]2.C[Si]([C:29]#[CH:30])(C)C.C(N(CC)C(C)C)(C)C.C(=O)([O-])[O-].[K+].[K+]. The product is [Cl:18][C:13]1[CH:14]=[CH:15][CH:16]=[CH:17][C:12]=1[C:10]1[CH:9]=[C:8]2[C:3]([CH:4]=[C:5]([NH:19][C:20]([CH:22]3[CH2:24][CH2:23]3)=[O:21])[N:6]=[CH:7]2)=[C:2]([C:29]#[CH:30])[N:11]=1. The yield is 0.500. The catalyst is O1CCOCC1.C(OCC)(=O)C.CO.ClCCl.[Cu]I.Cl[Pd](Cl)([P](C1C=CC=CC=1)(C1C=CC=CC=1)C1C=CC=CC=1)[P](C1C=CC=CC=1)(C1C=CC=CC=1)C1C=CC=CC=1. (3) The reactants are [NH2:1][C:2]1[C:3]2[N:4]([C:9]([C:12]3[CH:23]=[CH:22][C:15]([C:16]([NH:18][CH:19]4[CH2:21][CH2:20]4)=[O:17])=[C:14]([CH3:24])[CH:13]=3)=[CH:10][N:11]=2)[CH:5]=[C:6]([Br:8])[CH:7]=1.[F:25][C:26]([F:31])([F:30])[CH2:27][CH:28]=O.C(O[BH-](OC(=O)C)OC(=O)C)(=O)C.[Na+].FC(F)(F)C(O)=O. The catalyst is ClC(Cl)C.C(Cl)Cl. The product is [Br:8][C:6]1[CH:7]=[C:2]([NH:1][CH2:28][CH2:27][C:26]([F:31])([F:30])[F:25])[C:3]2[N:4]([C:9]([C:12]3[CH:23]=[CH:22][C:15]([C:16]([NH:18][CH:19]4[CH2:20][CH2:21]4)=[O:17])=[C:14]([CH3:24])[CH:13]=3)=[CH:10][N:11]=2)[CH:5]=1. The yield is 0.669. (4) The yield is 0.730. No catalyst specified. The reactants are [Cl:1][C:2]1[CH:7]=[CH:6][C:5]([OH:8])=[CH:4][CH:3]=1.Cl[C:10]1[CH:15]=[C:14]([CH3:16])[N:13]=[C:12]([NH:17][C:18]2[CH:23]=[CH:22][C:21]([N:24]3[CH:28]=[C:27]([CH3:29])[N:26]=[CH:25]3)=[C:20]([O:30][CH3:31])[CH:19]=2)[N:11]=1. The product is [Cl:1][C:2]1[CH:7]=[CH:6][C:5]([O:8][C:10]2[CH:15]=[C:14]([CH3:16])[N:13]=[C:12]([NH:17][C:18]3[CH:23]=[CH:22][C:21]([N:24]4[CH:28]=[C:27]([CH3:29])[N:26]=[CH:25]4)=[C:20]([O:30][CH3:31])[CH:19]=3)[N:11]=2)=[CH:4][CH:3]=1. (5) The reactants are [CH3:1][C:2]([CH3:39])([CH3:38])[C:3](=O)[CH2:4][N:5]1[C:10](=[O:11])[C:9]([CH2:12][C:13]2[CH:18]=[CH:17][C:16]([C:19]3[CH:24]=[CH:23][CH:22]=[CH:21][C:20]=3[C:25]3[NH:29][C:28](=[O:30])[O:27][N:26]=3)=[CH:15][CH:14]=2)=[C:8]([CH2:31][CH2:32][CH3:33])[N:7]2[N:34]=[CH:35][N:36]=[C:6]12.Cl.[NH2:41][O:42][CH3:43].N1C=CC=CC=1.Cl. The catalyst is O.C(OCC)(=O)C. The product is [CH3:43][O:42]/[N:41]=[C:3](/[C:2]([CH3:1])([CH3:39])[CH3:38])\[CH2:4][N:5]1[C:10](=[O:11])[C:9]([CH2:12][C:13]2[CH:14]=[CH:15][C:16]([C:19]3[CH:24]=[CH:23][CH:22]=[CH:21][C:20]=3[C:25]3[NH:29][C:28](=[O:30])[O:27][N:26]=3)=[CH:17][CH:18]=2)=[C:8]([CH2:31][CH2:32][CH3:33])[N:7]2[N:34]=[CH:35][N:36]=[C:6]12. The yield is 0.210. (6) The reactants are [N:1]1[C:6]2[CH2:7][CH2:8][N:9]([CH2:11][CH2:12][CH2:13][CH2:14][O:15][C:16]3[CH:25]=[C:24]4[C:19]([CH2:20][CH2:21][C:22](=[O:26])[NH:23]4)=[CH:18][CH:17]=3)[CH2:10][C:5]=2C=N[CH:2]=1.[N:27]1C=CN=C2CNCC[C:28]=12. No catalyst specified. The product is [N:1]1[CH:2]=[CH:28][N:27]=[C:5]2[CH2:10][N:9]([CH2:11][CH2:12][CH2:13][CH2:14][O:15][C:16]3[CH:25]=[C:24]4[C:19]([CH2:20][CH2:21][C:22](=[O:26])[NH:23]4)=[CH:18][CH:17]=3)[CH2:8][CH2:7][C:6]=12. The yield is 0.576.